Dataset: Forward reaction prediction with 1.9M reactions from USPTO patents (1976-2016). Task: Predict the product of the given reaction. Given the reactants [F:1][C:2]1[CH:3]=[C:4]([C:8]2[C@:9]3([CH2:25][CH2:24][C@H:23]4[C@@H:14]([CH2:15][CH2:16][C:17]5[CH:18]=[C:19]([C:26](O)=[O:27])[CH:20]=[CH:21][C:22]=54)[C@@H:11]3[CH2:12][CH:13]=2)[CH3:10])[CH:5]=[N:6][CH:7]=1.Cl.[NH2:30][CH2:31][CH2:32][C:33]([O:35]CC)=[O:34], predict the reaction product. The product is: [F:1][C:2]1[CH:3]=[C:4]([C:8]2[C@:9]3([CH2:25][CH2:24][C@H:23]4[C@@H:14]([CH2:15][CH2:16][C:17]5[CH:18]=[C:19]([C:26]([NH:30][CH2:31][CH2:32][C:33]([OH:35])=[O:34])=[O:27])[CH:20]=[CH:21][C:22]=54)[C@@H:11]3[CH2:12][CH:13]=2)[CH3:10])[CH:5]=[N:6][CH:7]=1.